From a dataset of Catalyst prediction with 721,799 reactions and 888 catalyst types from USPTO. Predict which catalyst facilitates the given reaction. (1) Reactant: [Br:1][C:2]1[CH:7]=[CH:6][C:5]([N:8]2[CH2:12][CH2:11][C:10](=[CH2:13])[C:9]2=[O:14])=[CH:4][CH:3]=1.COC1C=CC=[CH:19][C:18]=1[N:23]1[CH2:28][CH2:27]NCC1.N1CCCC1. Product: [Br:1][C:2]1[CH:7]=[CH:6][C:5]([N:8]2[CH2:12][CH2:11][CH:10]([CH2:13][N:23]3[CH2:18][CH2:19][CH2:27][CH2:28]3)[C:9]2=[O:14])=[CH:4][CH:3]=1. The catalyst class is: 6. (2) Reactant: [F:1][C:2]1[CH:7]=[CH:6][CH:5]=[CH:4][C:3]=1[C:8]1[O:12][C:11]([CH:13]=[O:14])=[CH:10][CH:9]=1.[Br:15]Br. Product: [Br:15][C:9]1[CH:10]=[C:11]([CH:13]=[O:14])[O:12][C:8]=1[C:3]1[CH:4]=[CH:5][CH:6]=[CH:7][C:2]=1[F:1]. The catalyst class is: 22. (3) Reactant: C([O:4][CH2:5][CH2:6][O:7][C:8]1[CH:13]=[C:12]([O:14][CH2:15][O:16][CH3:17])[CH:11]=[CH:10][C:9]=1[C:18](=[O:39])[C:19]1[CH:24]=[CH:23][C:22]([O:25][CH2:26][C:27]2[N:28]=[C:29]([C:33]3[CH:38]=[CH:37][CH:36]=[CH:35][CH:34]=3)[O:30][C:31]=2[CH3:32])=[CH:21][CH:20]=1)(=O)C.C([OH:42])C.O.[OH-].[Li+].Cl. Product: [CH3:17][O:16][CH2:15][O:14][C:12]1[CH:11]=[CH:10][C:9]([C:18](=[O:39])[C:19]2[CH:24]=[CH:23][C:22]([O:25][CH2:26][C:27]3[N:28]=[C:29]([C:33]4[CH:38]=[CH:37][CH:36]=[CH:35][CH:34]=4)[O:30][C:31]=3[CH3:32])=[CH:21][CH:20]=2)=[C:8]([CH:13]=1)[O:7][CH2:6][C:5]([OH:42])=[O:4]. The catalyst class is: 30. (4) Reactant: [OH:1][C:2]1[CH:3]=[C:4]2[C:9](=[CH:10][C:11]=1[CH3:12])[CH:8]=[N:7][CH:6]=[CH:5]2.Cl[C:14]1[C:23]2[C:18](=[CH:19][C:20]([O:26][CH3:27])=[C:21]([O:24][CH3:25])[CH:22]=2)[N:17]=[CH:16][CH:15]=1.O. Product: [CH3:25][O:24][C:21]1[CH:22]=[C:23]2[C:18](=[CH:19][C:20]=1[O:26][CH3:27])[N:17]=[CH:16][CH:15]=[C:14]2[O:1][C:2]1[CH:3]=[C:4]2[C:9](=[CH:10][C:11]=1[CH3:12])[CH:8]=[N:7][CH:6]=[CH:5]2. The catalyst class is: 420. (5) Reactant: [Cl:1][C:2]1[C:3]([NH:18][C:19]2[CH:23]=[C:22]([O:24][CH:25]([CH3:27])[CH3:26])[NH:21][N:20]=2)=[N:4][C:5]([NH:8][C@H:9]([C:11]2[CH:16]=[CH:15][C:14]([F:17])=[CH:13][N:12]=2)[CH3:10])=[N:6][CH:7]=1.[C:28]([OH:35])(=[O:34])/[CH:29]=[CH:30]\[C:31]([OH:33])=[O:32]. Product: [C:28]([OH:35])(=[O:34])/[CH:29]=[CH:30]\[C:31]([OH:33])=[O:32].[Cl:1][C:2]1[C:3]([NH:18][C:19]2[CH:23]=[C:22]([O:24][CH:25]([CH3:27])[CH3:26])[NH:21][N:20]=2)=[N:4][C:5]([NH:8][C@H:9]([C:11]2[CH:16]=[CH:15][C:14]([F:17])=[CH:13][N:12]=2)[CH3:10])=[N:6][CH:7]=1. The catalyst class is: 51. (6) Reactant: Cl.[Cl:2][C:3]1[CH:8]=[CH:7][C:6]([C:9]2[CH2:10][CH2:11][NH:12][CH2:13][CH:14]=2)=[CH:5][CH:4]=1.[H][H]. Product: [ClH:2].[Cl:2][C:3]1[CH:8]=[CH:7][C:6]([CH:9]2[CH2:10][CH2:11][NH:12][CH2:13][CH2:14]2)=[CH:5][CH:4]=1. The catalyst class is: 810. (7) Reactant: [F:1][C:2]([F:25])([F:24])[C:3]1[CH:19]=[C:18]([C:20]([F:23])([F:22])[F:21])[CH:17]=[CH:16][C:4]=1[CH2:5][O:6][C:7]1[CH:14]=[CH:13][C:10]([CH:11]=O)=[C:9]([Cl:15])[CH:8]=1.[S:26]1[CH2:30][C:29](=[O:31])[NH:28][C:27]1=[O:32].N1CCCCC1. Product: [F:25][C:2]([F:1])([F:24])[C:3]1[CH:19]=[C:18]([C:20]([F:23])([F:22])[F:21])[CH:17]=[CH:16][C:4]=1[CH2:5][O:6][C:7]1[CH:14]=[CH:13][C:10](/[CH:11]=[C:30]2/[C:29](=[O:31])[NH:28][C:27](=[O:32])[S:26]/2)=[C:9]([Cl:15])[CH:8]=1. The catalyst class is: 8. (8) Reactant: [CH2:1]([N:3]1[C:11]2[CH:12]=[CH:13][C:14]([N+:16]([O-])=O)=[CH:15][C:10]=2[O:9][C:5]2([CH2:8][CH2:7][CH2:6]2)[C:4]1=[O:19])[CH3:2].[H][H]. Product: [NH2:16][C:14]1[CH:13]=[CH:12][C:11]2[N:3]([CH2:1][CH3:2])[C:4](=[O:19])[C:5]3([O:9][C:10]=2[CH:15]=1)[CH2:8][CH2:7][CH2:6]3. The catalyst class is: 19. (9) Reactant: [OH-].[Na+].C([O:5][C:6](=[O:40])[CH2:7][C:8]1[CH:9]=[N:10][C:11]([C:14]2[CH:19]=[CH:18][C:17]([C:20]([CH2:38][CH3:39])([C:23]3[CH:28]=[CH:27][C:26](/[CH:29]=[CH:30]/[C:31]([CH2:35][CH3:36])([OH:34])[CH2:32][CH3:33])=[C:25]([CH3:37])[CH:24]=3)[CH2:21][CH3:22])=[CH:16][CH:15]=2)=[CH:12][CH:13]=1)C.[Cl-].[NH4+]. Product: [CH2:21]([C:20]([C:17]1[CH:18]=[CH:19][C:14]([C:11]2[N:10]=[CH:9][C:8]([CH2:7][C:6]([OH:40])=[O:5])=[CH:13][CH:12]=2)=[CH:15][CH:16]=1)([C:23]1[CH:28]=[CH:27][C:26](/[CH:29]=[CH:30]/[C:31]([CH2:32][CH3:33])([OH:34])[CH2:35][CH3:36])=[C:25]([CH3:37])[CH:24]=1)[CH2:38][CH3:39])[CH3:22]. The catalyst class is: 111. (10) Reactant: [CH:1]1([Mg]Cl)[CH2:5][CH2:4][CH2:3][CH2:2]1.C([O:10][C:11](=O)[C:12]1[C:17]([O:18][CH2:19][CH3:20])=[CH:16][C:15]([C:21]2[C:26]([CH2:27][CH3:28])=[CH:25][CH:24]=[CH:23][C:22]=2[CH2:29][CH3:30])=[N:14][CH:13]=1)C.[Cl-].[NH4+]. Product: [CH:1]1([CH:11]([C:12]2[CH:13]=[N:14][C:15]([C:21]3[C:26]([CH2:27][CH3:28])=[CH:25][CH:24]=[CH:23][C:22]=3[CH2:29][CH3:30])=[CH:16][C:17]=2[O:18][CH2:19][CH3:20])[OH:10])[CH2:5][CH2:4][CH2:3][CH2:2]1. The catalyst class is: 28.